From a dataset of Forward reaction prediction with 1.9M reactions from USPTO patents (1976-2016). Predict the product of the given reaction. (1) Given the reactants [CH:1](=O)[CH2:2][CH2:3][CH2:4][CH2:5][CH3:6].[F:8][C:9]([F:15])([F:14])[C:10]([CH3:13])([NH2:12])[CH3:11].[C:16]([N:21]=[C:22]=[S:23])(=[O:20])[O:17][CH2:18][CH3:19].II, predict the reaction product. The product is: [CH2:3]([C:2]1=[CH:1][N:12]([C:10]([CH3:13])([CH3:11])[C:9]([F:15])([F:14])[F:8])[S:23]/[C:22]/1=[N:21]\[C:16](=[O:20])[O:17][CH2:18][CH3:19])[CH2:4][CH2:5][CH3:6]. (2) Given the reactants C(O)(=O)C.[CH2:5]([C:9]1[CH:14]=[CH:13][C:12](/[CH:15]=[CH:16]/[N+:17]([O-:19])=[O:18])=[CH:11][CH:10]=1)[CH2:6][CH2:7][CH3:8].[BH4-].[Na+], predict the reaction product. The product is: [CH2:5]([C:9]1[CH:14]=[CH:13][C:12]([CH2:15][CH2:16][N+:17]([O-:19])=[O:18])=[CH:11][CH:10]=1)[CH2:6][CH2:7][CH3:8]. (3) Given the reactants C([Si]([O:8][CH2:9][CH2:10][O:11][C:12]1[CH:17]=[CH:16][CH:15]=[C:14](I)[CH:13]=1)(C)C)(C)(C)C.Br[C:20]([F:27])([F:26])[C:21]([O:23][CH2:24]C)=[O:22], predict the reaction product. The product is: [F:26][C:20]([F:27])([C:14]1[CH:15]=[CH:16][CH:17]=[C:12]([O:11][CH2:10][CH2:9][OH:8])[CH:13]=1)[C:21]([O:23][CH3:24])=[O:22]. (4) Given the reactants [CH3:1][N:2]1[CH2:7][CH2:6][C:5]([CH2:24][C:25]([O:27][CH2:28][CH3:29])=[O:26])([NH:8][C:9]([C:11]2[O:12][C:13]([C:16]#[C:17][C:18]3[CH:23]=[CH:22][CH:21]=[CH:20][CH:19]=3)=[CH:14][CH:15]=2)=[O:10])[CH2:4][CH2:3]1.[CH3:30][I:31], predict the reaction product. The product is: [I-:31].[CH2:28]([O:27][C:25](=[O:26])[CH2:24][C:5]1([NH:8][C:9]([C:11]2[O:12][C:13]([C:16]#[C:17][C:18]3[CH:23]=[CH:22][CH:21]=[CH:20][CH:19]=3)=[CH:14][CH:15]=2)=[O:10])[CH2:4][CH2:3][N+:2]([CH3:30])([CH3:1])[CH2:7][CH2:6]1)[CH3:29]. (5) Given the reactants [NH2:1][C:2]1[CH:7]=[CH:6][C:5]([C:8]2[CH:13]=[CH:12][C:11]([Cl:14])=[CH:10][CH:9]=2)=[CH:4][C:3]=1[C:15]#[N:16].[N-:17]=[N+:18]=[N-:19].[Na+].Cl.O, predict the reaction product. The product is: [Cl:14][C:11]1[CH:12]=[CH:13][C:8]([C:5]2[CH:6]=[CH:7][C:2]([NH2:1])=[C:3]([C:15]3[NH:19][N:18]=[N:17][N:16]=3)[CH:4]=2)=[CH:9][CH:10]=1. (6) Given the reactants C([O:3][C:4]([C:6]1[CH:14]=[C:13]2[C:9]([C:10]([C:24](=[O:35])[NH:25][CH2:26][C:27]3[CH:32]=[CH:31][C:30]([F:33])=[C:29]([F:34])[CH:28]=3)=[C:11]([CH:21]([CH3:23])[CH3:22])[N:12]2[CH2:15][C:16]2[O:17][CH:18]=[CH:19][N:20]=2)=[CH:8][CH:7]=1)=[O:5])C.[OH-].[Na+].O, predict the reaction product. The product is: [F:34][C:29]1[CH:28]=[C:27]([CH:32]=[CH:31][C:30]=1[F:33])[CH2:26][NH:25][C:24]([C:10]1[C:9]2[C:13](=[CH:14][C:6]([C:4]([OH:5])=[O:3])=[CH:7][CH:8]=2)[N:12]([CH2:15][C:16]2[O:17][CH:18]=[CH:19][N:20]=2)[C:11]=1[CH:21]([CH3:23])[CH3:22])=[O:35]. (7) Given the reactants [F:1][C:2]1[C:10]([N+:11]([O-:13])=[O:12])=[CH:9][CH:8]=[CH:7][C:3]=1[C:4](O)=[O:5].S(Cl)([Cl:16])=O, predict the reaction product. The product is: [F:1][C:2]1[C:10]([N+:11]([O-:13])=[O:12])=[CH:9][CH:8]=[CH:7][C:3]=1[C:4]([Cl:16])=[O:5].